This data is from Reaction yield outcomes from USPTO patents with 853,638 reactions. The task is: Predict the reaction yield, written as a fraction of the theoretical maximum amount of product (1.0 means a 100% yield; for example, 0.34 means a 34% yield). (1) The reactants are CC(OI1(OC(C)=O)(OC(C)=O)OC(=O)C2C=CC=CC1=2)=O.[Br:23][C:24]1[CH:25]=[CH:26][C:27]2[N:28]([CH2:38][CH:39]([OH:48])[CH2:40][O:41][C:42]3[CH:47]=[CH:46][CH:45]=[CH:44][CH:43]=3)[C:29]3[C:34]([C:35]=2[CH:36]=1)=[CH:33][C:32]([Br:37])=[CH:31][CH:30]=3. The catalyst is ClCCl.CCOC(C)=O. The product is [Br:23][C:24]1[CH:25]=[CH:26][C:27]2[N:28]([CH2:38][C:39](=[O:48])[CH2:40][O:41][C:42]3[CH:43]=[CH:44][CH:45]=[CH:46][CH:47]=3)[C:29]3[C:34]([C:35]=2[CH:36]=1)=[CH:33][C:32]([Br:37])=[CH:31][CH:30]=3. The yield is 0.740. (2) The reactants are [CH:1]1[C:10]2[C:5](=[CH:6][CH:7]=[CH:8][CH:9]=2)[CH:4]=[CH:3][N:2]=1.C([SiH]([CH2:16][CH3:17])CC)C. The catalyst is FC(F)(F)C(O)=O. The product is [CH:6]1[CH:7]=[CH:8][CH:9]=[C:10]2[C:5]=1[C:4]1[CH2:17][C:16]3[CH:7]=[CH:6][CH:5]=[CH:4][C:3]=3[C:3]=1[N:2]=[CH:1]2. The yield is 0.870. (3) The reactants are C(NC1C=CC(C2C=C3C(CN([C@@H](C(C)C)C(O)=O)C3=O)=CC=2)=CC=1)(=O)C1C=CC=CC=1.[CH3:33][O:34][C:35]1[CH:67]=[C:66]([O:68][CH3:69])[CH:65]=[CH:64][C:36]=1[C:37]([NH:39][C:40]1[CH:45]=[CH:44][C:43]([C:46]2[CH:54]=[C:53]3[C:49]([CH2:50][N:51]([C@@H:56]([CH:61]([CH3:63])[CH3:62])[C:57]([O:59]C)=[O:58])[C:52]3=[O:55])=[CH:48][CH:47]=2)=[CH:42][CH:41]=1)=[O:38]. No catalyst specified. The product is [CH3:33][O:34][C:35]1[CH:67]=[C:66]([O:68][CH3:69])[CH:65]=[CH:64][C:36]=1[C:37]([NH:39][C:40]1[CH:45]=[CH:44][C:43]([C:46]2[CH:54]=[C:53]3[C:49]([CH2:50][N:51]([C@@H:56]([CH:61]([CH3:63])[CH3:62])[C:57]([OH:59])=[O:58])[C:52]3=[O:55])=[CH:48][CH:47]=2)=[CH:42][CH:41]=1)=[O:38]. The yield is 0.800.